This data is from Catalyst prediction with 721,799 reactions and 888 catalyst types from USPTO. The task is: Predict which catalyst facilitates the given reaction. (1) Reactant: [CH2:1]1[O:12][C:11]2[C:3](=[C:4]([CH:8]=[CH:9][CH:10]=2)C(O)=O)[O:2]1.C1(P(N=[N+]=[N-])(C2C=CC=CC=2)=[O:20])C=CC=CC=1.C([N:32]([CH2:35]C)CC)C.[NH2:37][C:38]1[C:39]([OH:49])=[C:40]([S:45]([NH2:48])(=[O:47])=[O:46])[C:41]([Cl:44])=[CH:42][CH:43]=1. Product: [Cl:44][C:41]1[CH:42]=[CH:43][C:38]([NH:37][C:35]([NH:32][C:4]2[CH:8]=[CH:9][CH:10]=[C:11]3[O:12][CH2:1][O:2][C:3]=23)=[O:20])=[C:39]([OH:49])[C:40]=1[S:45]([NH2:48])(=[O:47])=[O:46]. The catalyst class is: 9. (2) Reactant: C(=O)([O-])[O-].[K+].[K+].Cl[C:8]1[CH:13]=[CH:12][C:11]([C:14]([F:17])([F:16])[F:15])=[CH:10][N:9]=1.[O:18]=[S:19]1(=[O:38])[CH2:24][CH2:23][N:22]2[CH:25]3[CH2:30][CH2:29][C:28]([C:31]4[CH:36]=[CH:35][C:34]([OH:37])=[CH:33][CH:32]=4)([C:21]2=[N:20]1)[CH2:27][CH2:26]3.CS(C)=O. Product: [F:15][C:14]([F:17])([F:16])[C:11]1[CH:12]=[CH:13][C:8]([O:37][C:34]2[CH:35]=[CH:36][C:31]([C:28]34[CH2:29][CH2:30][CH:25]([N:22]5[CH2:23][CH2:24][S:19](=[O:38])(=[O:18])[N:20]=[C:21]53)[CH2:26][CH2:27]4)=[CH:32][CH:33]=2)=[N:9][CH:10]=1. The catalyst class is: 6. (3) Reactant: [Cl:1][C:2]1[CH:7]=[CH:6][C:5]([S:8]([N:11]([CH2:22][C:23]2[CH:28]=[CH:27][C:26]([C:29]#[N:30])=[CH:25][C:24]=2[F:31])[C@H:12]([CH2:16][CH2:17][C:18]([F:21])([F:20])[F:19])[C:13]([NH2:15])=[O:14])(=[O:10])=[O:9])=[CH:4][CH:3]=1.[CH3:32][OH:33].[NH2:34]O. Product: [Cl:1][C:2]1[CH:3]=[CH:4][C:5]([S:8]([N:11]([CH2:22][C:23]2[CH:28]=[CH:27][C:26]([C:29]3[N:34]=[CH:32][O:33][N:30]=3)=[CH:25][C:24]=2[F:31])[C@H:12]([CH2:16][CH2:17][C:18]([F:21])([F:20])[F:19])[C:13]([NH2:15])=[O:14])(=[O:9])=[O:10])=[CH:6][CH:7]=1. The catalyst class is: 6. (4) Reactant: [NH2:1][C:2]1[N:7]=[C:6]([CH3:8])[C:5]([CH2:9][C:10]2[CH:15]=[CH:14][C:13]([CH2:16][C:17]([OH:19])=[O:18])=[CH:12][CH:11]=2)=[C:4]([NH:20][CH2:21][CH2:22][CH2:23][CH2:24][CH3:25])[N:3]=1.[ClH:26].C(OC(C)C)(=O)C. Product: [ClH:26].[NH2:1][C:2]1[N:7]=[C:6]([CH3:8])[C:5]([CH2:9][C:10]2[CH:11]=[CH:12][C:13]([CH2:16][C:17]([OH:19])=[O:18])=[CH:14][CH:15]=2)=[C:4]([NH:20][CH2:21][CH2:22][CH2:23][CH2:24][CH3:25])[N:3]=1. The catalyst class is: 10. (5) Reactant: [NH2:1][C:2]1[CH:7]=[CH:6][CH:5]=[CH:4][C:3]=1[S:8]([NH:11][C:12]1[CH:17]=[CH:16][C:15]([O:18][CH3:19])=[C:14]([O:20][CH3:21])[CH:13]=1)(=[O:10])=[O:9].Cl[C:23](Cl)([O:25]C(=O)OC(Cl)(Cl)Cl)Cl.CCCCCC.CCOC(C)=O. Product: [CH3:21][O:20][C:14]1[CH:13]=[C:12]([N:11]2[C:23](=[O:25])[NH:1][C:2]3[CH:7]=[CH:6][CH:5]=[CH:4][C:3]=3[S:8]2(=[O:10])=[O:9])[CH:17]=[CH:16][C:15]=1[O:18][CH3:19]. The catalyst class is: 12. (6) Reactant: [Br:1][C:2]1[CH:3]=[C:4]([N+:13]([O-])=O)[C:5]([CH3:12])=[C:6]([CH:11]=1)[C:7]([O:9][CH3:10])=[O:8].[Cl-].[NH4+]. Product: [NH2:13][C:4]1[C:5]([CH3:12])=[C:6]([CH:11]=[C:2]([Br:1])[CH:3]=1)[C:7]([O:9][CH3:10])=[O:8]. The catalyst class is: 447.